From a dataset of Forward reaction prediction with 1.9M reactions from USPTO patents (1976-2016). Predict the product of the given reaction. (1) Given the reactants [Cl:1][C:2]1[CH:3]=[C:4]([C@H:8]([C@@:13]([C:19]2[CH:24]=[CH:23][C:22]([Cl:25])=[CH:21][CH:20]=2)([NH:15][CH:16]([CH3:18])[CH3:17])[CH3:14])[CH2:9][CH2:10][CH2:11][OH:12])[CH:5]=[CH:6][CH:7]=1.I(O)(=O)(=O)=[O:27].P([O-])([O-])(O)=O.[Na+].[Na+], predict the reaction product. The product is: [Cl:1][C:2]1[CH:3]=[C:4]([C@H:8]([C@@:13]([C:19]2[CH:24]=[CH:23][C:22]([Cl:25])=[CH:21][CH:20]=2)([NH:15][CH:16]([CH3:18])[CH3:17])[CH3:14])[CH2:9][CH2:10][C:11]([OH:27])=[O:12])[CH:5]=[CH:6][CH:7]=1. (2) Given the reactants [CH3:1][CH:2]([O:4][C:5]1[CH:13]=[CH:12][CH:11]=[C:10]2[C:6]=1[CH2:7][C:8](C(O)=O)([C:14]([OH:16])=[O:15])[CH2:9]2)[CH3:3].Cl, predict the reaction product. The product is: [CH3:3][CH:2]([O:4][C:5]1[CH:13]=[CH:12][CH:11]=[C:10]2[C:6]=1[CH2:7][CH:8]([C:14]([OH:16])=[O:15])[CH2:9]2)[CH3:1]. (3) Given the reactants C(OC([N:8]1[CH2:12][C@@H:11]([CH2:13][N:14]([CH:31]([CH3:33])[CH3:32])[C:15](=[O:30])[C:16]2[CH:21]=[CH:20][C:19]([O:22][CH3:23])=[C:18]([O:24][CH2:25][CH2:26][CH2:27][O:28][CH3:29])[CH:17]=2)[C@H:10]([NH2:34])[CH2:9]1)=O)(C)(C)C.[O:35]1[CH2:40][CH2:39][CH:38]([C:41]([OH:43])=O)[CH2:37][CH2:36]1.CC#N.O.CC#N, predict the reaction product. The product is: [CH:31]([N:14]([CH2:13][C@@H:11]1[CH2:12][NH:8][CH2:9][C@H:10]1[NH:34][C:41]([CH:38]1[CH2:37][CH2:36][O:35][CH2:40][CH2:39]1)=[O:43])[C:15](=[O:30])[C:16]1[CH:21]=[CH:20][C:19]([O:22][CH3:23])=[C:18]([O:24][CH2:25][CH2:26][CH2:27][O:28][CH3:29])[CH:17]=1)([CH3:33])[CH3:32]. (4) Given the reactants [NH2:1][C:2]1[CH:10]=[CH:9][C:8]([O:11][C:12]([F:15])([F:14])[F:13])=[CH:7][C:3]=1[C:4](O)=[O:5].OO.[OH-].[Na+].O, predict the reaction product. The product is: [NH2:1][C:2]1[CH:10]=[CH:9][C:8]([O:11][C:12]([F:13])([F:14])[F:15])=[CH:7][C:3]=1[CH2:4][OH:5]. (5) Given the reactants [C:1]([C:5]1[CH:10]=[CH:9][C:8]([S:11]([NH:14][C:15]2[CH:16]=[C:17]3[C:21](=[CH:22][CH:23]=2)[NH:20][C:19]([C:24]([OH:26])=O)=[C:18]3[C:27]2[CH:32]=[CH:31][CH:30]=[CH:29][CH:28]=2)(=[O:13])=[O:12])=[CH:7][CH:6]=1)([CH3:4])([CH3:3])[CH3:2].[NH2:33][CH:34]1[CH2:39][CH2:38][O:37][CH2:36][CH2:35]1, predict the reaction product. The product is: [O:37]1[CH2:38][CH2:39][CH:34]([NH:33][C:24]([C:19]2[NH:20][C:21]3[C:17]([C:18]=2[C:27]2[CH:28]=[CH:29][CH:30]=[CH:31][CH:32]=2)=[CH:16][C:15]([NH:14][S:11]([C:8]2[CH:9]=[CH:10][C:5]([C:1]([CH3:2])([CH3:4])[CH3:3])=[CH:6][CH:7]=2)(=[O:12])=[O:13])=[CH:23][CH:22]=3)=[O:26])[CH2:35][CH2:36]1. (6) Given the reactants C[N:2](C)C=O.Cl[C:7]1[C:12]([N+:13]([O-])=O)=[C:11](Cl)[C:10]([CH3:17])=[C:9]([CH3:18])[N:8]=1.[N:19]1[CH:24]=[CH:23][CH:22]=[C:21]([CH2:25][CH2:26][CH2:27][O:28][CH2:29][CH2:30][NH2:31])[CH:20]=1.[CH2:32](N(CC)CC)[CH3:33], predict the reaction product. The product is: [CH3:32][C:33]1[N:31]([CH2:30][CH2:29][O:28][CH2:27][CH2:26][CH2:25][C:21]2[CH:20]=[N:19][CH:24]=[CH:23][CH:22]=2)[C:11]2[C:10]([CH3:17])=[C:9]([CH3:18])[N:8]=[C:7]([NH2:2])[C:12]=2[N:13]=1. (7) Given the reactants [O:1]1[CH2:5][CH2:4][C@@H:3]([OH:6])[CH2:2]1.C(N(CC)CC)C.[CH3:14][S:15](Cl)(=[O:17])=[O:16], predict the reaction product. The product is: [CH3:14][S:15]([O:6][C@@H:3]1[CH2:4][CH2:5][O:1][CH2:2]1)(=[O:17])=[O:16].